This data is from Catalyst prediction with 721,799 reactions and 888 catalyst types from USPTO. The task is: Predict which catalyst facilitates the given reaction. (1) Reactant: [CH2:1]([O:3][C:4]1[N:9]=[N:8][C:7]([C:10]([OH:12])=O)=[CH:6][CH:5]=1)[CH3:2].C1N=CN(C(N2C=NC=C2)=O)C=1.Cl.[NH2:26][CH2:27][C:28]1[CH:29]=[C:30]2[C:34](=[CH:35][CH:36]=1)[C:33](=[O:37])[N:32]([C:38]1([CH3:46])[CH2:43][CH2:42][C:41](=[O:44])[NH:40][C:39]1=[O:45])[C:31]2=[O:47].O. Product: [CH3:46][C:38]1([N:32]2[C:31](=[O:47])[C:30]3[C:34](=[CH:35][CH:36]=[C:28]([CH2:27][NH:26][C:10]([C:7]4[N:8]=[N:9][C:4]([O:3][CH2:1][CH3:2])=[CH:5][CH:6]=4)=[O:12])[CH:29]=3)[C:33]2=[O:37])[CH2:43][CH2:42][C:41](=[O:44])[NH:40][C:39]1=[O:45]. The catalyst class is: 9. (2) Reactant: NC1C=CNN=1.O/[CH:8]=[C:9]1\[C:10](=[O:18])[NH:11][C:12]2[C:17]\1=[CH:16][CH:15]=[CH:14][CH:13]=2.[CH3:19][O:20][C:21]1[CH:22]=[C:23]([C:27]2[CH:28]=[C:29]([NH2:32])[NH:30][N:31]=2)[CH:24]=[CH:25][CH:26]=1. Product: [CH3:19][O:20][C:21]1[CH:22]=[C:23]([C:27]2[CH:28]=[C:29]([NH:32][CH:8]=[C:9]3[C:17]4[C:12](=[CH:13][CH:14]=[CH:15][CH:16]=4)[NH:11][C:10]3=[O:18])[NH:30][N:31]=2)[CH:24]=[CH:25][CH:26]=1. The catalyst class is: 7.